From a dataset of Reaction yield outcomes from USPTO patents with 853,638 reactions. Predict the reaction yield, written as a fraction of the theoretical maximum amount of product (1.0 means a 100% yield; for example, 0.34 means a 34% yield). (1) The catalyst is C(O)(=O)C.[Pd]. The reactants are [CH2:1]([O:3][C:4]([C:6]1[C:15](=[O:16])[C:14]2[C:9](=[C:10](Br)[CH:11]=[CH:12][C:13]=2[O:17][CH3:18])[NH:8][CH:7]=1)=[O:5])[CH3:2].C([O-])(=O)C.[Na+]. The yield is 0.570. The product is [CH2:1]([O:3][C:4]([C:6]1[C:15](=[O:16])[C:14]2[C:9](=[CH:10][CH:11]=[CH:12][C:13]=2[O:17][CH3:18])[NH:8][CH:7]=1)=[O:5])[CH3:2]. (2) The reactants are [CH3:1][C:2]1[C:3](=O)[NH:4][N:5]=[C:6]([C:8]2[CH:13]=[CH:12][CH:11]=[CH:10][CH:9]=2)[CH:7]=1.P(Cl)(Cl)([Cl:17])=O.[Cl-].[Cl-].[Ca+2].Cl.OP(O)(O)=O.[OH-].[Na+]. The catalyst is C(#N)C. The product is [Cl:17][C:3]1[N:4]=[N:5][C:6]([C:8]2[CH:13]=[CH:12][CH:11]=[CH:10][CH:9]=2)=[CH:7][C:2]=1[CH3:1]. The yield is 0.960. (3) The reactants are [Br:1][C:2]1[CH:10]=[C:9]2[C:5]([C:6](=[O:12])C(=O)[NH:8]2)=[CH:4][CH:3]=1.[OH-:13].[Na+].Cl. The catalyst is OO. The product is [NH2:8][C:9]1[CH:10]=[C:2]([Br:1])[CH:3]=[CH:4][C:5]=1[C:6]([OH:12])=[O:13]. The yield is 0.210. (4) The yield is 0.608. The reactants are [C:1]1([C:7]([OH:9])=[O:8])([C:4](O)=[O:5])[CH2:3][CH2:2]1.C(N(CC)CC)C.S(Cl)(Cl)=O.[C:21]1([NH2:27])[CH:26]=[CH:25][CH:24]=[CH:23][CH:22]=1. The catalyst is C1COCC1.C(OCC)(=O)C. The product is [C:21]1([NH:27][C:4]([C:1]2([C:7]([OH:9])=[O:8])[CH2:3][CH2:2]2)=[O:5])[CH:26]=[CH:25][CH:24]=[CH:23][CH:22]=1. (5) The reactants are [F:1][C@@H:2]1[C@H:6]([OH:7])[C@@H:5]([CH2:8][OH:9])[O:4][C@H:3]1[N:10]1[CH:17]=[CH:16][C:14]([NH2:15])=[N:13][C:11]1=[O:12].[CH3:18][C:19]([Si:22](Cl)([CH3:24])[CH3:23])([CH3:21])[CH3:20]. The catalyst is N1C=CC=CC=1. The product is [Si:22]([O:9][CH2:8][C@H:5]1[O:4][C@@H:3]([N:10]2[CH:17]=[CH:16][C:14]([NH2:15])=[N:13][C:11]2=[O:12])[C@H:2]([F:1])[C@@H:6]1[OH:7])([C:19]([CH3:21])([CH3:20])[CH3:18])([CH3:24])[CH3:23]. The yield is 0.820. (6) The reactants are [NH2:1][CH2:2][CH2:3][P:4](=[O:7])([OH:6])[OH:5].[OH-].[Na+].Cl[C:11]([O:13][CH2:14][C:15]1[CH:20]=[CH:19][CH:18]=[CH:17][CH:16]=1)=[O:12]. No catalyst specified. The product is [C:11]([NH:1][CH2:2][CH2:3][P:4](=[O:6])([OH:5])[OH:7])([O:13][CH2:14][C:15]1[CH:20]=[CH:19][CH:18]=[CH:17][CH:16]=1)=[O:12]. The yield is 0.910. (7) The reactants are Cl[C:2]1[N:7]=[C:6]([N:8]2[CH2:13][CH2:12][CH:11]([CH3:14])[CH2:10][CH2:9]2)[C:5]([N+:15]([O-:17])=[O:16])=[CH:4][N:3]=1.[CH3:18][N:19]1[CH2:24][CH2:23][NH:22][CH2:21][CH2:20]1. The catalyst is CN(C=O)C. The product is [CH3:18][N:19]1[CH2:24][CH2:23][N:22]([C:2]2[N:7]=[C:6]([N:8]3[CH2:13][CH2:12][CH:11]([CH3:14])[CH2:10][CH2:9]3)[C:5]([N+:15]([O-:17])=[O:16])=[CH:4][N:3]=2)[CH2:21][CH2:20]1. The yield is 0.630.